Predict the reaction yield, written as a fraction of the theoretical maximum amount of product (1.0 means a 100% yield; for example, 0.34 means a 34% yield). From a dataset of Reaction yield outcomes from USPTO patents with 853,638 reactions. The reactants are [CH:1]1([CH:7]([NH:32][CH:33]=[O:34])[CH:8]([C:25]2[CH:30]=[CH:29][CH:28]=[CH:27][C:26]=2[F:31])[CH2:9][CH2:10][N:11]2[CH2:16][CH2:15][N:14]([C:17]3[CH:22]=[CH:21][CH:20]=[CH:19][C:18]=3OC)[CH2:13][CH2:12]2)[CH2:6][CH2:5][CH2:4][CH2:3][CH2:2]1.C1(C(=O)C(C2C=CC=CC=2F)[CH2:43][CH2:44][N:45]2CCN(C3C=CC=C4C=3C=CN4)CC2)CCCCC1. No catalyst specified. The product is [CH:1]1([CH:7]([NH:32][CH:33]=[O:34])[CH:8]([C:25]2[CH:30]=[CH:29][CH:28]=[CH:27][C:26]=2[F:31])[CH2:9][CH2:10][N:11]2[CH2:12][CH2:13][N:14]([C:17]3[CH:22]=[CH:21][CH:20]=[C:19]4[C:18]=3[CH:43]=[CH:44][NH:45]4)[CH2:15][CH2:16]2)[CH2:2][CH2:3][CH2:4][CH2:5][CH2:6]1. The yield is 0.0890.